The task is: Regression. Given two drug SMILES strings and cell line genomic features, predict the synergy score measuring deviation from expected non-interaction effect.. This data is from NCI-60 drug combinations with 297,098 pairs across 59 cell lines. (1) Drug 1: CNC(=O)C1=NC=CC(=C1)OC2=CC=C(C=C2)NC(=O)NC3=CC(=C(C=C3)Cl)C(F)(F)F. Drug 2: C1=NC2=C(N1)C(=S)N=CN2. Cell line: PC-3. Synergy scores: CSS=16.2, Synergy_ZIP=-5.16, Synergy_Bliss=1.83, Synergy_Loewe=-17.3, Synergy_HSA=-0.696. (2) Drug 1: C1=CC(=CC=C1C#N)C(C2=CC=C(C=C2)C#N)N3C=NC=N3. Synergy scores: CSS=-11.7, Synergy_ZIP=2.77, Synergy_Bliss=-5.26, Synergy_Loewe=-12.7, Synergy_HSA=-13.5. Cell line: SR. Drug 2: CNC(=O)C1=NC=CC(=C1)OC2=CC=C(C=C2)NC(=O)NC3=CC(=C(C=C3)Cl)C(F)(F)F. (3) Drug 2: CC(C)CN1C=NC2=C1C3=CC=CC=C3N=C2N. Synergy scores: CSS=4.79, Synergy_ZIP=2.39, Synergy_Bliss=4.54, Synergy_Loewe=2.88, Synergy_HSA=2.87. Cell line: CAKI-1. Drug 1: C1CN(P(=O)(OC1)NCCCl)CCCl. (4) Drug 1: CC(C1=C(C=CC(=C1Cl)F)Cl)OC2=C(N=CC(=C2)C3=CN(N=C3)C4CCNCC4)N. Drug 2: C1CN(P(=O)(OC1)NCCCl)CCCl. Cell line: M14. Synergy scores: CSS=-8.93, Synergy_ZIP=2.70, Synergy_Bliss=-2.71, Synergy_Loewe=-5.89, Synergy_HSA=-6.50. (5) Drug 1: CN(C)N=NC1=C(NC=N1)C(=O)N. Drug 2: CCN(CC)CCCC(C)NC1=C2C=C(C=CC2=NC3=C1C=CC(=C3)Cl)OC. Cell line: LOX IMVI. Synergy scores: CSS=39.3, Synergy_ZIP=-7.63, Synergy_Bliss=-10.4, Synergy_Loewe=-6.76, Synergy_HSA=-6.15. (6) Drug 1: CC=C1C(=O)NC(C(=O)OC2CC(=O)NC(C(=O)NC(CSSCCC=C2)C(=O)N1)C(C)C)C(C)C. Drug 2: CC1C(C(CC(O1)OC2CC(CC3=C2C(=C4C(=C3O)C(=O)C5=CC=CC=C5C4=O)O)(C(=O)C)O)N)O. Cell line: SK-MEL-5. Synergy scores: CSS=82.3, Synergy_ZIP=-2.38, Synergy_Bliss=-4.82, Synergy_Loewe=-3.49, Synergy_HSA=-2.25. (7) Drug 1: C1=CC(=CC=C1CCCC(=O)O)N(CCCl)CCCl. Drug 2: CCN(CC)CCCC(C)NC1=C2C=C(C=CC2=NC3=C1C=CC(=C3)Cl)OC. Cell line: RXF 393. Synergy scores: CSS=25.1, Synergy_ZIP=-8.46, Synergy_Bliss=-4.15, Synergy_Loewe=-17.8, Synergy_HSA=-1.60.